This data is from Forward reaction prediction with 1.9M reactions from USPTO patents (1976-2016). The task is: Predict the product of the given reaction. (1) The product is: [C:26]([C:22]1[CH:21]=[C:20]([NH:19][C:2]2[CH:10]=[CH:9][C:8]([O:11][CH3:12])=[CH:7][C:3]=2[C:4]([OH:6])=[O:5])[N:24]([CH3:25])[N:23]=1)([CH3:29])([CH3:27])[CH3:28]. Given the reactants Br[C:2]1[CH:10]=[CH:9][C:8]([O:11][CH3:12])=[CH:7][C:3]=1[C:4]([OH:6])=[O:5].C(=O)([O-])[O-].[K+].[K+].[NH2:19][C:20]1[N:24]([CH3:25])[N:23]=[C:22]([C:26]([CH3:29])([CH3:28])[CH3:27])[CH:21]=1.C(O)(=O)C, predict the reaction product. (2) Given the reactants [CH2:1]([O:8][C:9]([N:11]1[CH:17]([C:18]([OH:20])=[O:19])[CH2:16][C:13]2([CH2:15][CH2:14]2)[CH2:12]1)=[O:10])[C:2]1[CH:7]=[CH:6][CH:5]=[CH:4][CH:3]=1.C(N(CC)CC)C.Br[CH2:29][C:30]([C:32]1[CH:33]=[CH:34][C:35]2[C:39]3[CH:40]=[CH:41][C:42]([Br:44])=[CH:43][C:38]=3[O:37][C:36]=2[CH:45]=1)=[O:31], predict the reaction product. The product is: [Br:44][C:42]1[CH:41]=[CH:40][C:39]2[C:35]3[CH:34]=[CH:33][C:32]([C:30](=[O:31])[CH2:29][O:19][C:18]([CH:17]4[CH2:16][C:13]5([CH2:14][CH2:15]5)[CH2:12][N:11]4[C:9]([O:8][CH2:1][C:2]4[CH:7]=[CH:6][CH:5]=[CH:4][CH:3]=4)=[O:10])=[O:20])=[CH:45][C:36]=3[O:37][C:38]=2[CH:43]=1. (3) Given the reactants [N:1]1[N:2]2[CH2:13][CH2:12][CH2:11][C:3]2=[CH:4][C:5]=1[C:6]([O:8]CC)=[O:7].[OH-].[Na+].Cl, predict the reaction product. The product is: [N:1]1[N:2]2[CH2:13][CH2:12][CH2:11][C:3]2=[CH:4][C:5]=1[C:6]([OH:8])=[O:7]. (4) The product is: [F:1][C:2]1[CH:7]=[CH:6][C:5]([C:8]([C:11]2[N:15]([CH:16]3[CH2:32][N:20]4[C:21]5[C:26]([C:27]([CH2:28][C:29]([OH:31])=[O:30])=[C:19]4[CH2:18][CH2:17]3)=[CH:25][CH:24]=[CH:23][CH:22]=5)[N:14]=[N:13][CH:12]=2)=[CH2:9])=[CH:4][CH:3]=1. Given the reactants [F:1][C:2]1[CH:7]=[CH:6][C:5]([C:8]([C:11]2[N:15]([CH:16]3[CH2:32][N:20]4[C:21]5[C:26]([C:27]([CH2:28][C:29]([OH:31])=[O:30])=[C:19]4[CH2:18][CH2:17]3)=[CH:25][CH:24]=[CH:23][CH:22]=5)[N:14]=[N:13][CH:12]=2)(O)[CH3:9])=[CH:4][CH:3]=1.Cl, predict the reaction product. (5) Given the reactants [N:1]1[CH:6]=[CH:5][CH:4]=[C:3]([C:7]2[CH:8]=[C:9]3[C:15]([Sn](C)(C)C)=[N:14][N:13]([CH2:20][O:21][CH2:22][CH2:23][Si:24]([CH3:27])([CH3:26])[CH3:25])[C:10]3=[CH:11][N:12]=2)[CH:2]=1.Br[C:29]1[N:34]=[C:33]([F:35])[C:32]([Cl:36])=[CH:31][CH:30]=1.O1CCCC1.[F-].[Cs+].C(P(C(C)(C)C)C(C)(C)C)(C)(C)C, predict the reaction product. The product is: [Cl:36][C:32]1[CH:31]=[CH:30][C:29]([C:15]2[C:9]3[C:10](=[CH:11][N:12]=[C:7]([C:3]4[CH:2]=[N:1][CH:6]=[CH:5][CH:4]=4)[CH:8]=3)[N:13]([CH2:20][O:21][CH2:22][CH2:23][Si:24]([CH3:27])([CH3:26])[CH3:25])[N:14]=2)=[N:34][C:33]=1[F:35]. (6) Given the reactants [CH3:1][O:2][C:3]1[CH:4]=[C:5]([CH:9]=[CH:10][C:11]=1[O:12][CH3:13])[C:6](Cl)=[O:7].[OH:14][C:15]1[CH:20]=[C:19]([O:21][CH3:22])[CH:18]=[C:17]([O:23][CH3:24])[C:16]=1[C:25](=[O:27])[CH3:26].C(O)C.O, predict the reaction product. The product is: [CH3:1][O:2][C:3]1[CH:4]=[C:5]([CH:9]=[CH:10][C:11]=1[O:12][CH3:13])[C:6]([O:14][C:15]1[CH:20]=[C:19]([O:21][CH3:22])[CH:18]=[C:17]([O:23][CH3:24])[C:16]=1[C:25](=[O:27])[CH3:26])=[O:7].